This data is from NCI-60 drug combinations with 297,098 pairs across 59 cell lines. The task is: Regression. Given two drug SMILES strings and cell line genomic features, predict the synergy score measuring deviation from expected non-interaction effect. Synergy scores: CSS=35.5, Synergy_ZIP=6.41, Synergy_Bliss=9.98, Synergy_Loewe=-4.16, Synergy_HSA=8.85. Drug 1: CC(C1=C(C=CC(=C1Cl)F)Cl)OC2=C(N=CC(=C2)C3=CN(N=C3)C4CCNCC4)N. Drug 2: C1=CC(=CC=C1CCC2=CNC3=C2C(=O)NC(=N3)N)C(=O)NC(CCC(=O)O)C(=O)O. Cell line: HOP-62.